From a dataset of CYP2C19 inhibition data for predicting drug metabolism from PubChem BioAssay. Regression/Classification. Given a drug SMILES string, predict its absorption, distribution, metabolism, or excretion properties. Task type varies by dataset: regression for continuous measurements (e.g., permeability, clearance, half-life) or binary classification for categorical outcomes (e.g., BBB penetration, CYP inhibition). Dataset: cyp2c19_veith. (1) The molecule is O=C(Nc1ccc(S(=O)(=O)N2CCCCC2)cc1)c1ccc(CN2CCc3ccccc3C2)cc1. The result is 1 (inhibitor). (2) The drug is CSc1nc(C)cc(SC(C(C)=O)C(=O)Nc2ccccc2)n1. The result is 0 (non-inhibitor). (3) The molecule is Cc1ccccc1-c1ccc2ncnc(NC3CC3)c2c1. The result is 1 (inhibitor). (4) The molecule is N#Cc1cc2c(nc1SC1CCCCC1O)CCCC2. The result is 1 (inhibitor). (5) The drug is CC[C@](N)(CCC(=O)O)C(=O)O. The result is 0 (non-inhibitor).